From a dataset of Drug-target binding data from BindingDB using IC50 measurements. Regression. Given a target protein amino acid sequence and a drug SMILES string, predict the binding affinity score between them. We predict pIC50 (pIC50 = -log10(IC50 in M); higher means more potent). Dataset: bindingdb_ic50. (1) The small molecule is FC1(F)CN(CCc2ccc(Cl)cc2)CCC1Nc1ncnc2[nH]ncc12. The target protein (Q12879) has sequence MGRVGYWTLLVLPALLVWRGPAPSAAAEKGPPALNIAVMLGHSHDVTERELRTLWGPEQAAGLPLDVNVVALLMNRTDPKSLITHVCDLMSGARIHGLVFGDDTDQEAVAQMLDFISSHTFVPILGIHGGASMIMADKDPTSTFFQFGASIQQQATVMLKIMQDYDWHVFSLVTTIFPGYREFISFVKTTVDNSFVGWDMQNVITLDTSFEDAKTQVQLKKIHSSVILLYCSKDEAVLILSEARSLGLTGYDFFWIVPSLVSGNTELIPKEFPSGLISVSYDDWDYSLEARVRDGIGILTTAASSMLEKFSYIPEAKASCYGQMERPEVPMHTLHPFMVNVTWDGKDLSFTEEGYQVHPRLVVIVLNKDREWEKVGKWENHTLSLRHAVWPRYKSFSDCEPDDNHLSIVTLEEAPFVIVEDIDPLTETCVRNTVPCRKFVKINNSTNEGMNVKKCCKGFCIDILKKLSRTVKFTYDLYLVTNGKHGKKVNNVWNGMIGEV.... The pIC50 is 5.0. (2) The compound is Cn1cc(Nc2cnccc2C(=O)O)c2cccnc21. The target protein sequence is MAGVGPGGYAAEFVPPPECPVFEPSWEEFTDPLSFIGRIRPLAEKTGICKIRPPKDWQPPFACEVKSFRFTPRVQRLNELEAMTRVRLDFLDQLAKFWELQGSTLKIPVVERKILDLYALSKIVASKGGFEMVTKEKKWSKVGSRLGYLPGKGTGSLLKSHYERILYPYELFQSGVSLMGVQMPNLDLKEKVEPEVLSTDTQTSPEPGTRMNILPKRTRRVKTQSESGDVSRNTELKKLQIFGAGPKVVGLAMGTKDKEDEVTRRRKVTNRSDAFNMQMRQRKGTLSVNFVDLYVCMFCGRGNNEDKLLLCDGCDDSYHTFCLIPPLPDVPKGDWRCPKCVAEECSKPREAFGFEQAVREYTLQSFGEMADNFKSDYFNMPVHMVPTELVEKEFWRLVSSIEEDVIVEYGADISSKDFGSGFPVKDGRRKILPEEEEYALSGWNLNNMPVLEQSVLAHINVDISGMKVPWLYVGMCFSSFCWHIEDHWSYSINYLHWGEP.... The pIC50 is 6.2. (3) The drug is CC(C)C[C@H](NC(=O)NCc1cccc2ccccc12)C(=O)NO. The target protein (P97449) has sequence MAKGFYISKTLGILGILLGVAAVCTIIALSVVYAQEKNRNAENSATAPTLPGSTSATTATTTPAVDESKPWNQYRLPKTLIPDSYRVILRPYLTPNNQGLYIFQGNSTVRFTCNQTTDVIIIHSKKLNYTLKGNHRVVLRTLDGTPAPNIDKTELVERTEYLVVHLQGSLVEGRQYEMDSQFQGELADDLAGFYRSEYMEGDVKKVVATTQMQAADARKSFPCFDEPAMKAMFNITLIYPNNLIALSNMLPKESKPYPEDPSCTMTEFHSTPKMSTYLLAYIVSEFKNISSVSANGVQIGIWARPSAIDEGQGDYALNVTGPILNFFAQHYNTSYPLPKSDQIALPDFNAGAMENWGLVTYRESSLVFDSQSSSISNKERVVTVIAHELAHQWFGNLVTVAWWNDLWLNEGFASYVEYLGADYAEPTWNLKDLMVLNDVYRVMAVDALASSHPLSSPADEIKTPDQIMELFDSITYSKGASVIRMLSSFLTEDLFKKGLS.... The pIC50 is 5.7.